This data is from Peptide-MHC class I binding affinity with 185,985 pairs from IEDB/IMGT. The task is: Regression. Given a peptide amino acid sequence and an MHC pseudo amino acid sequence, predict their binding affinity value. This is MHC class I binding data. (1) The peptide sequence is LSCAASGFTF. The MHC is HLA-A26:01 with pseudo-sequence HLA-A26:01. The binding affinity (normalized) is 0.407. (2) The peptide sequence is IPQSLDSYWTSL. The MHC is HLA-B35:01 with pseudo-sequence HLA-B35:01. The binding affinity (normalized) is 0.155.